Task: Regression. Given two drug SMILES strings and cell line genomic features, predict the synergy score measuring deviation from expected non-interaction effect.. Dataset: NCI-60 drug combinations with 297,098 pairs across 59 cell lines Drug 1: CC12CCC3C(C1CCC2=O)CC(=C)C4=CC(=O)C=CC34C. Drug 2: CS(=O)(=O)OCCCCOS(=O)(=O)C. Cell line: NCI/ADR-RES. Synergy scores: CSS=36.2, Synergy_ZIP=-0.431, Synergy_Bliss=1.30, Synergy_Loewe=-6.91, Synergy_HSA=1.29.